This data is from Catalyst prediction with 721,799 reactions and 888 catalyst types from USPTO. The task is: Predict which catalyst facilitates the given reaction. (1) Reactant: [NH2:1][C:2]1[S:3][C:4]2[CH:10]=[C:9]([O:11][C:12]3[CH:13]=[C:14]([CH:28]=[CH:29][CH:30]=3)[C:15]([NH:17][C:18]3[CH:23]=[CH:22][CH:21]=[C:20]([C:24]([F:27])([F:26])[F:25])[CH:19]=3)=[O:16])[CH:8]=[CH:7][C:5]=2[N:6]=1.C([O:34][CH2:35][C:36](Cl)=[O:37])(=O)C.O. Product: [C:35]([NH:1][C:2]1[S:3][C:4]2[CH:10]=[C:9]([O:11][C:12]3[CH:13]=[C:14]([CH:28]=[CH:29][CH:30]=3)[C:15]([NH:17][C:18]3[CH:23]=[CH:22][CH:21]=[C:20]([C:24]([F:27])([F:25])[F:26])[CH:19]=3)=[O:16])[CH:8]=[CH:7][C:5]=2[N:6]=1)(=[O:34])[CH2:36][OH:37]. The catalyst class is: 9. (2) Reactant: [Cl:1][C:2]1[CH:3]=[C:4]([NH:10][C:11]([CH2:13][CH:14]([CH3:19])[CH2:15][C:16]([OH:18])=O)=[O:12])[CH:5]=[CH:6][C:7]=1[C:8]#[N:9].CCN(C(C)C)C(C)C.C(P1(=O)OP(CCC)(=O)OP(CCC)(=O)O1)CC.[NH2:47][C:48]1[CH:49]=[C:50]2[C:55](=[CH:56][CH:57]=1)[N:54]([CH2:58][CH2:59][C:60]#[N:61])[C:53](=[O:62])[N:52]([CH2:63][CH3:64])[C:51]2=[O:65]. Product: [Cl:1][C:2]1[CH:3]=[C:4]([NH:10][C:11](=[O:12])[CH2:13][CH:14]([CH3:19])[CH2:15][C:16]([NH:47][C:48]2[CH:49]=[C:50]3[C:55](=[CH:56][CH:57]=2)[N:54]([CH2:58][CH2:59][C:60]#[N:61])[C:53](=[O:62])[N:52]([CH2:63][CH3:64])[C:51]3=[O:65])=[O:18])[CH:5]=[CH:6][C:7]=1[C:8]#[N:9]. The catalyst class is: 84. (3) Reactant: [CH2:1]([C:3]([C:24]1[CH:37]=[CH:36][C:27]([O:28][CH2:29][C@H:30]2[O:34][C:33](=[O:35])[CH2:32][CH2:31]2)=[C:26]([CH3:38])[CH:25]=1)([C:6]1[CH:11]=[CH:10][C:9](/[CH:12]=[CH:13]/[C:14]([CH2:21][CH3:22])([OH:20])[C:15]#[C:16][CH2:17][CH2:18][CH3:19])=[C:8]([CH3:23])[CH:7]=1)[CH2:4][CH3:5])[CH3:2].C[OH:40]. Product: [CH2:4]([C:3]([C:24]1[CH:37]=[CH:36][C:27]([O:28][CH2:29][C@@H:30]([OH:34])[CH2:31][CH2:32][C:33]([OH:35])=[O:40])=[C:26]([CH3:38])[CH:25]=1)([C:6]1[CH:11]=[CH:10][C:9](/[CH:12]=[CH:13]/[C:14]([CH2:21][CH3:22])([OH:20])[C:15]#[C:16][CH2:17][CH2:18][CH3:19])=[C:8]([CH3:23])[CH:7]=1)[CH2:1][CH3:2])[CH3:5]. The catalyst class is: 74. (4) Reactant: C[O:2][C:3]([C:5]1[CH:10]=[CH:9][C:8]([C:11]2[CH:12]=[CH:13][C:14]3[O:20][CH2:19][CH2:18][N:17]([C:21]([O:23][C:24]([CH3:27])([CH3:26])[CH3:25])=[O:22])[CH2:16][C:15]=3[CH:28]=2)=[CH:7][CH:6]=1)=[O:4].[OH-].[Li+]. Product: [CH3:27][C:24]([O:23][C:21]([N:17]1[CH2:16][C:15]2[CH:28]=[C:11]([C:8]3[CH:7]=[CH:6][C:5]([C:3]([OH:4])=[O:2])=[CH:10][CH:9]=3)[CH:12]=[CH:13][C:14]=2[O:20][CH2:19][CH2:18]1)=[O:22])([CH3:25])[CH3:26]. The catalyst class is: 30. (5) Reactant: [CH3:1][C@H:2]1[O:7][C@@H:6]([CH3:8])[CH2:5][N:4]([C:9]2[C:18]([CH:19]=[O:20])=[CH:17][C:12]3[C:13]([OH:16])=[N:14][O:15][C:11]=3[C:10]=2[F:21])[CH2:3]1.[C:22]([O-])([O-])=O.[K+].[K+].CI. Product: [CH3:1][C@H:2]1[O:7][C@@H:6]([CH3:8])[CH2:5][N:4]([C:9]2[C:18]([CH:19]=[O:20])=[CH:17][C:12]3[C:13]([O:16][CH3:22])=[N:14][O:15][C:11]=3[C:10]=2[F:21])[CH2:3]1. The catalyst class is: 10. (6) Reactant: C(OC([N:8]1[CH2:13][CH2:12][CH:11]([N:14]([C:19]2[CH:24]=[CH:23][CH:22]=[CH:21][CH:20]=2)[C:15]([NH:17][CH3:18])=[S:16])[CH2:10][CH2:9]1)=O)(C)(C)C.FC(F)(F)C(O)=O. Product: [CH3:18][NH:17][C:15](=[S:16])[N:14]([CH:11]1[CH2:12][CH2:13][NH:8][CH2:9][CH2:10]1)[C:19]1[CH:24]=[CH:23][CH:22]=[CH:21][CH:20]=1. The catalyst class is: 4.